Dataset: Peptide-MHC class II binding affinity with 134,281 pairs from IEDB. Task: Regression. Given a peptide amino acid sequence and an MHC pseudo amino acid sequence, predict their binding affinity value. This is MHC class II binding data. (1) The peptide sequence is FSQIIKTTLSIKKKE. The MHC is DRB1_0101 with pseudo-sequence DRB1_0101. The binding affinity (normalized) is 0.804. (2) The MHC is DRB1_1501 with pseudo-sequence DRB1_1501. The peptide sequence is PGPNITATYGGKWLD. The binding affinity (normalized) is 0.434. (3) The peptide sequence is DEFFECFKYLLIQGH. The MHC is DRB1_0101 with pseudo-sequence DRB1_0101. The binding affinity (normalized) is 0.737. (4) The peptide sequence is AQQSKLAQRRVFHGV. The MHC is DRB1_0404 with pseudo-sequence DRB1_0404. The binding affinity (normalized) is 0.375. (5) The peptide sequence is GYTPATPAAPAGAEP. The MHC is DRB1_1302 with pseudo-sequence DRB1_1302. The binding affinity (normalized) is 0.